This data is from Blood-brain barrier permeability classification from the B3DB database. The task is: Regression/Classification. Given a drug SMILES string, predict its absorption, distribution, metabolism, or excretion properties. Task type varies by dataset: regression for continuous measurements (e.g., permeability, clearance, half-life) or binary classification for categorical outcomes (e.g., BBB penetration, CYP inhibition). Dataset: b3db_classification. (1) The compound is COc1ccc2c(c1)N(C[C@H](C)CN1CCC(O)CC1)c1ccccc1S2. The result is 1 (penetrates BBB). (2) The molecule is Fc1ccc(C2CCNCC2COc2ccc3c(c2)OCO3)cc1. The result is 1 (penetrates BBB).